From a dataset of Experimentally validated miRNA-target interactions with 360,000+ pairs, plus equal number of negative samples. Binary Classification. Given a miRNA mature sequence and a target amino acid sequence, predict their likelihood of interaction. (1) The miRNA is cel-miR-1-3p with sequence UGGAAUGUAAAGAAGUAUGUA. The protein sequence of the target gene is MACWPQLRLLLWKNLTFRRRQTCQLLLEVAWPLFIFLILISVRLSYPPYEQHECHFPNKAMPSAGTLPWVQGIICNANNPCFRYPTPGEAPGVVGNFNKSIVSRLFSDAQRLLLYSQRDTSIKDMHKVLRMLRQIKHPNSNLKLQDFLVDNETFSGFLQHNLSLPRSTVDSLLQANVGLQKVFLQGYQLHLASLCNGSKLEEIIQLGDAEVSALCGLPRKKLDAAERVLRYNMDILKPVVTKLNSTSHLPTQHLAEATTVLLDSLGGLAQELFSTKSWSDMRQEVMFLTNVNSSSSSTQI.... Result: 0 (no interaction). (2) The miRNA is hsa-miR-3941 with sequence UUACACACAACUGAGGAUCAUA. The protein sequence of the target gene is MSIVTVQLGQCGNQIGFEVFDALLSDSHSSQGLCSMRENEAYQASCKERFFSEEENGVPIARAVLVDMEPKVINQMLSKAAQSGQWKYGQHACFCQKQGSGNNWAYGYSVHGPRHEESIMNIIRKEVEKCDSFSGFFIIMSMAGGTGSGLGAFVTQNLEDQYSNSLKMNQIIWPYGTGEVIVQNYNSILTLSHLYRSSDALLLHENDAIHKICAKLMNIKQISFSDINQVLAHQLGSVFQPTYSAESSFHYRRNPLGDLMEHLVPHPEFKMLSVRNIPHMSENSLAYTTFTWAGLLKHLR.... Result: 1 (interaction). (3) The miRNA is cel-miR-236-3p with sequence UAAUACUGUCAGGUAAUGACGCU. The protein sequence of the target gene is MRLLIPSLIFLEALGLCLAKATTVQWCAVSNSEEEKCLRWQNEMRKVGGPPLSCVKKSSTRQCIQAIVTNRADAMTLDGGTMFDAGKPPYKLRPVAAEVYGTKEQPRTHYYAVAVVKNSSNFHLNQLQGLRSCHTGIGRSAGWKIPIGTLRPYLNWNGPPASLEEAVSKFFSKSCVPGAQKDRFPNLCSSCAGTGANKCASSPEEPYSGYAGALRCLRDNAGDVAFTRGSTVFEELPNKAERDQYKLLCPDNTWKPVTEYKECHLAQVPSHAVVSRSTNDKEEAIWELLRQSQEKFGKKQ.... Result: 0 (no interaction).